From a dataset of Forward reaction prediction with 1.9M reactions from USPTO patents (1976-2016). Predict the product of the given reaction. (1) Given the reactants IC1C=CC=CC=1[NH2:4].C(N(CC)CC)C.[F:16][C:17]([F:28])([F:27])[C:18]1[CH:26]=[CH:25][CH:24]=[CH:23][C:19]=1[C:20](Cl)=[O:21], predict the reaction product. The product is: [F:16][C:17]([F:28])([F:27])[C:18]1[CH:26]=[CH:25][CH:24]=[CH:23][C:19]=1[C:20]([NH2:4])=[O:21]. (2) Given the reactants Br[CH2:2][C:3]1[CH:4]=[CH:5][C:6]2[O:11][CH2:10][CH2:9][N:8]([S:12]([CH3:15])(=[O:14])=[O:13])[C:7]=2[CH:16]=1.[N:17]1([C:23]([O:25][C:26]([CH3:29])([CH3:28])[CH3:27])=[O:24])[CH2:22][CH2:21][NH:20][CH2:19][CH2:18]1.C(N(CC)C(C)C)(C)C, predict the reaction product. The product is: [CH3:15][S:12]([N:8]1[C:7]2[CH:16]=[C:3]([CH2:2][N:20]3[CH2:19][CH2:18][N:17]([C:23]([O:25][C:26]([CH3:29])([CH3:28])[CH3:27])=[O:24])[CH2:22][CH2:21]3)[CH:4]=[CH:5][C:6]=2[O:11][CH2:10][CH2:9]1)(=[O:14])=[O:13].